Dataset: Full USPTO retrosynthesis dataset with 1.9M reactions from patents (1976-2016). Task: Predict the reactants needed to synthesize the given product. (1) Given the product [OH:36][C:32]1[CH:31]=[C:30]([C:7]2[CH2:8][CH2:9][N:10]([C:13]([O:15][C:16]([CH3:19])([CH3:18])[CH3:17])=[O:14])[CH2:11][CH:12]=2)[CH:35]=[CH:34][CH:33]=1, predict the reactants needed to synthesize it. The reactants are: FC(F)(F)S(O[C:7]1[CH2:8][CH2:9][N:10]([C:13]([O:15][C:16]([CH3:19])([CH3:18])[CH3:17])=[O:14])[CH2:11][CH:12]=1)(=O)=O.CC1(C)C(C)(C)OB([C:30]2[CH:31]=[C:32]([OH:36])[CH:33]=[CH:34][CH:35]=2)O1.C(O)C.C(=O)([O-])[O-].[Na+].[Na+]. (2) Given the product [Br:1][C:2]1[CH:3]=[CH:4][C:5]([C@H:8]([NH:9][S:10]([C:12]([CH3:15])([CH3:14])[CH3:13])=[O:11])[C:18]#[CH:19])=[CH:6][CH:7]=1, predict the reactants needed to synthesize it. The reactants are: [Br:1][C:2]1[CH:7]=[CH:6][C:5](/[CH:8]=[N:9]/[S:10]([C:12]([CH3:15])([CH3:14])[CH3:13])=[O:11])=[CH:4][CH:3]=1.Br[Mg][C:18]#[CH:19].